Dataset: Full USPTO retrosynthesis dataset with 1.9M reactions from patents (1976-2016). Task: Predict the reactants needed to synthesize the given product. (1) Given the product [CH:11]([N:24]1[CH2:27][C:26](=[O:28])[CH2:25]1)([C:18]1[CH:23]=[CH:22][CH:21]=[CH:20][CH:19]=1)[C:12]1[CH:13]=[CH:14][CH:15]=[CH:16][CH:17]=1, predict the reactants needed to synthesize it. The reactants are: C(Cl)(=O)C(Cl)=O.CS(C)=O.[CH:11]([N:24]1[CH2:27][CH:26]([OH:28])[CH2:25]1)([C:18]1[CH:23]=[CH:22][CH:21]=[CH:20][CH:19]=1)[C:12]1[CH:17]=[CH:16][CH:15]=[CH:14][CH:13]=1.CS(C)=O.C(Cl)(=O)C(Cl)=O.C(N(CC)CC)C.Cl.[OH-].[Na+]. (2) Given the product [Cl:20][C:17]1[CH:18]=[CH:19][C:14]([CH2:13][N:1]2[C:9]3[C:4](=[CH:5][C:6]([CH:10]=[O:11])=[CH:7][CH:8]=3)[CH:3]=[N:2]2)=[C:15]([I:21])[CH:16]=1, predict the reactants needed to synthesize it. The reactants are: [NH:1]1[C:9]2[C:4](=[CH:5][C:6]([CH:10]=[O:11])=[CH:7][CH:8]=2)[CH:3]=[N:2]1.Br[CH2:13][C:14]1[CH:19]=[CH:18][C:17]([Cl:20])=[CH:16][C:15]=1[I:21]. (3) Given the product [F:22][C:23]1[CH:24]=[C:25]2[C:29](=[CH:30][C:31]=1[NH:32][C:33](=[O:36])[CH2:34][OH:35])[NH:28][C:27](=[O:37])[C:26]2=[CH:20][C:3]1[NH:4][C:5]2[CH2:11][CH2:10][CH2:9][N:8]([CH2:12][CH2:13][N:14]3[CH2:15][CH2:16][CH2:17][CH2:18]3)[C:7](=[O:19])[C:6]=2[C:2]=1[CH3:1], predict the reactants needed to synthesize it. The reactants are: [CH3:1][C:2]1[C:6]2[C:7](=[O:19])[N:8]([CH2:12][CH2:13][N:14]3[CH2:18][CH2:17][CH2:16][CH2:15]3)[CH2:9][CH2:10][CH2:11][C:5]=2[NH:4][C:3]=1[CH:20]=O.[F:22][C:23]1[CH:24]=[C:25]2[C:29](=[CH:30][C:31]=1[NH:32][C:33](=[O:36])[CH2:34][OH:35])[NH:28][C:27](=[O:37])[CH2:26]2. (4) Given the product [Br:1][C:2]1[C:10]2[O:9][C:8]([CH3:12])([CH3:11])[CH:7]([OH:13])[C:6]=2[C:5]([CH3:14])=[C:4]([NH:15][C:16](=[O:22])[O:17][C:18]([CH3:21])([CH3:20])[CH3:19])[C:3]=1[CH3:23], predict the reactants needed to synthesize it. The reactants are: [Br:1][C:2]1[C:10]2[O:9][C:8]([CH3:12])([CH3:11])[C:7](=[O:13])[C:6]=2[C:5]([CH3:14])=[C:4]([NH:15][C:16](=[O:22])[O:17][C:18]([CH3:21])([CH3:20])[CH3:19])[C:3]=1[CH3:23]. (5) Given the product [C:25]([O:28][C@H:29]([C:30](=[O:31])[NH:1][C:2]1[CH:7]=[CH:6][CH:5]=[C:4]([C:8]2[C:16]3[C:11](=[CH:12][CH:13]=[CH:14][CH:15]=3)[N:10]([CH:19]3[CH2:24][CH2:23][CH:22]([C:35]#[N:36])[CH2:21][O:20]3)[N:9]=2)[CH:3]=1)[CH3:33])(=[O:27])[CH3:26], predict the reactants needed to synthesize it. The reactants are: [NH2:1][C:2]1[CH:3]=[C:4]([C:8]2[C:16]3[C:11](=[CH:12][CH:13]=[C:14](C#N)[CH:15]=3)[N:10]([CH:19]3[CH2:24][CH2:23][CH2:22][CH2:21][O:20]3)[N:9]=2)[CH:5]=[CH:6][CH:7]=1.[C:25]([O:28][C@@H:29]([CH3:33])[C:30](O)=[O:31])(=[O:27])[CH3:26].Cl.[CH3:35][N:36](C)CCCN=C=NCC. (6) Given the product [CH3:1][C:2]1[NH:3][C:4]2[C:9]([C:10]=1[CH3:11])=[CH:8][C:7]([OH:12])=[CH:6][CH:5]=2, predict the reactants needed to synthesize it. The reactants are: [CH3:1][C:2]1[NH:3][C:4]2[C:9]([C:10]=1[CH3:11])=[CH:8][C:7]([O:12]C)=[CH:6][CH:5]=2.B(Br)(Br)Br.[OH-].[Na+]. (7) The reactants are: [F:1][C:2]1[CH:7]=[CH:6][C:5]([O:8][C:9]2[N:14]=[CH:13][C:12]([C:15]([N:17]([CH3:40])[C:18]3[N:23]=[CH:22][C:21]([CH2:24][N:25]4[CH2:30][CH2:29][N:28](C(OC(C)(C)C)=O)[C@@H:27]([CH3:38])[CH2:26]4)=[C:20]([CH3:39])[CH:19]=3)=[O:16])=[CH:11][CH:10]=2)=[CH:4][CH:3]=1.C(O)(C(F)(F)F)=O. Given the product [F:1][C:2]1[CH:7]=[CH:6][C:5]([O:8][C:9]2[N:14]=[CH:13][C:12]([C:15]([N:17]([CH3:40])[C:18]3[CH:19]=[C:20]([CH3:39])[C:21]([CH2:24][N:25]4[CH2:30][CH2:29][NH:28][C@@H:27]([CH3:38])[CH2:26]4)=[CH:22][N:23]=3)=[O:16])=[CH:11][CH:10]=2)=[CH:4][CH:3]=1, predict the reactants needed to synthesize it. (8) Given the product [CH3:12][C:9]1[S:8][C:7]([C:5]2[N:6]=[C:2]([C:14]3[S:13][C:17]([C:2]4[NH:3][CH:4]=[C:5]([C:7]5[S:8][C:9]([CH3:12])=[CH:10][CH:11]=5)[N:6]=4)=[CH:16][CH:15]=3)[NH:3][CH:4]=2)=[CH:11][CH:10]=1, predict the reactants needed to synthesize it. The reactants are: I[C:2]1[NH:3][CH:4]=[C:5]([C:7]2[S:8][C:9]([CH3:12])=[CH:10][CH:11]=2)[N:6]=1.[S:13]1[C:17](B(O)O)=[CH:16][CH:15]=[C:14]1B(O)O.C([O-])([O-])=O.[Na+].[Na+].N#N. (9) Given the product [CH3:1][O:2][C:3]1[CH:8]=[N:7][C:6]2[C:9]3[CH:14]=[CH:13][CH:12]=[C:11]([CH:10]=3)[C@@H:15]([NH:19][C:20](=[O:26])[O:21][C:22]([CH3:23])([CH3:25])[CH3:24])[CH2:16][CH:31]=[CH:30][C@@H:29]([CH3:32])[C:28](=[O:33])[NH:27][C:5]=2[CH:4]=1, predict the reactants needed to synthesize it. The reactants are: [CH3:1][O:2][C:3]1[CH:4]=[C:5]([NH:27][C:28](=[O:33])[C@H:29]([CH3:32])[CH:30]=[CH2:31])[C:6]([C:9]2[CH:10]=[C:11]([C@@H:15]([NH:19][C:20](=[O:26])[O:21][C:22]([CH3:25])([CH3:24])[CH3:23])[CH2:16]C=C)[CH:12]=[CH:13][CH:14]=2)=[N:7][CH:8]=1.